From a dataset of Forward reaction prediction with 1.9M reactions from USPTO patents (1976-2016). Predict the product of the given reaction. (1) Given the reactants [I:1][C:2]1[CH:9]=[CH:8][C:5]([CH2:6]Br)=[CH:4][CH:3]=1.[N:10]1([CH:15]2[CH2:20][CH2:19][NH:18][CH2:17][CH2:16]2)[CH2:14][CH2:13][CH2:12][CH2:11]1, predict the reaction product. The product is: [I:1][C:2]1[CH:9]=[CH:8][C:5]([CH2:6][N:18]2[CH2:19][CH2:20][CH:15]([N:10]3[CH2:14][CH2:13][CH2:12][CH2:11]3)[CH2:16][CH2:17]2)=[CH:4][CH:3]=1. (2) Given the reactants [OH:1][C:2]1[C:3]([C:12](=[O:14])[CH3:13])=[N:4][C:5]2[C:10]([CH:11]=1)=[CH:9][CH:8]=[CH:7][CH:6]=2.C(N(CC)CC)C.[C:22]1([CH3:32])[CH:27]=[CH:26][C:25]([S:28](Cl)(=[O:30])=[O:29])=[CH:24][CH:23]=1, predict the reaction product. The product is: [C:12]([C:3]1[C:2]([O:1][S:28]([C:25]2[CH:26]=[CH:27][C:22]([CH3:32])=[CH:23][CH:24]=2)(=[O:30])=[O:29])=[CH:11][C:10]2[C:5](=[CH:6][CH:7]=[CH:8][CH:9]=2)[N:4]=1)(=[O:14])[CH3:13]. (3) Given the reactants C(O[CH:4]=[C:5]([C:8]#[N:9])[C:6]#[N:7])C.Cl.[NH2:11][CH2:12][CH2:13][NH:14][C:15]([C:17]1[CH:22]=[CH:21][C:20]([F:23])=[CH:19][CH:18]=1)=[O:16].C(N(CC)CC)C, predict the reaction product. The product is: [C:6]([C:5]([C:8]#[N:9])=[CH:4][NH:11][CH2:12][CH2:13][NH:14][C:15]([C:17]1[CH:22]=[CH:21][C:20]([F:23])=[CH:19][CH:18]=1)=[O:16])#[N:7].